From a dataset of Peptide-MHC class I binding affinity with 185,985 pairs from IEDB/IMGT. Regression. Given a peptide amino acid sequence and an MHC pseudo amino acid sequence, predict their binding affinity value. This is MHC class I binding data. (1) The peptide sequence is AIKNYYRKT. The MHC is HLA-A68:02 with pseudo-sequence HLA-A68:02. The binding affinity (normalized) is 0. (2) The peptide sequence is LAYEHDVPI. The MHC is HLA-A02:16 with pseudo-sequence HLA-A02:16. The binding affinity (normalized) is 0.0847. (3) The peptide sequence is ASRNKRGVF. The MHC is Mamu-A02 with pseudo-sequence Mamu-A02. The binding affinity (normalized) is 0.490. (4) The peptide sequence is RVGIYFGMK. The MHC is HLA-A69:01 with pseudo-sequence HLA-A69:01. The binding affinity (normalized) is 0.0847. (5) The peptide sequence is VHPVHAGPIA. The MHC is HLA-A02:02 with pseudo-sequence HLA-A02:02. The binding affinity (normalized) is 0.